This data is from Reaction yield outcomes from USPTO patents with 853,638 reactions. The task is: Predict the reaction yield, written as a fraction of the theoretical maximum amount of product (1.0 means a 100% yield; for example, 0.34 means a 34% yield). (1) The reactants are [CH3:1][CH:2]([CH3:39])[C@H:3]([NH:34][C:35](=[O:38])[O:36][CH3:37])[C:4](=[O:33])[N:5]1[C@H:10]([C:11]2[NH:15][C:14]3[C:16]4[C:21]([CH:22]=[CH:23][C:13]=3[N:12]=2)=[CH:20][C:19](B2OC(C)(C)C(C)(C)O2)=[CH:18][CH:17]=4)[CH2:9][C@@H:8]2[C@H:6]1[CH2:7]2.Br[C:41]1[CH:42]=[C:43]2[C:66](=[CH:67][CH:68]=1)[C:47]1[NH:48][C:49]([C@@H:51]3[CH2:55][C@H:54]([CH2:56][O:57][CH3:58])[CH2:53][N:52]3[C:59]([O:61][C:62]([CH3:65])([CH3:64])[CH3:63])=[O:60])=[N:50][C:46]=1[CH:45]=[CH:44]2.[O-]P([O-])([O-])=O.[K+].[K+].[K+]. The catalyst is COCCOC.C1C=CC([P]([Pd]([P](C2C=CC=CC=2)(C2C=CC=CC=2)C2C=CC=CC=2)([P](C2C=CC=CC=2)(C2C=CC=CC=2)C2C=CC=CC=2)[P](C2C=CC=CC=2)(C2C=CC=CC=2)C2C=CC=CC=2)(C2C=CC=CC=2)C2C=CC=CC=2)=CC=1. The product is [CH3:37][O:36][C:35]([NH:34][C@@H:3]([CH:2]([CH3:1])[CH3:39])[C:4]([N:5]1[C@H:10]([C:11]2[NH:15][C:14]3[C:16]4[C:21]([CH:22]=[CH:23][C:13]=3[N:12]=2)=[CH:20][C:19]([C:41]2[CH:42]=[C:43]3[C:66](=[CH:67][CH:68]=2)[C:47]2[NH:48][C:49]([C@@H:51]5[CH2:55][C@H:54]([CH2:56][O:57][CH3:58])[CH2:53][N:52]5[C:59]([O:61][C:62]([CH3:65])([CH3:63])[CH3:64])=[O:60])=[N:50][C:46]=2[CH:45]=[CH:44]3)=[CH:18][CH:17]=4)[CH2:9][C@@H:8]2[C@H:6]1[CH2:7]2)=[O:33])=[O:38]. The yield is 0.710. (2) The reactants are [OH-:1].[Na+].C(=O)([O-])OCC[C:7]1[CH:12]=[C:11]([Br:13])[C:10]([F:14])=[CH:9][C:8]=1[Cl:15].Cl. The catalyst is C(O)C. The product is [Br:13][C:11]1[C:10]([F:14])=[CH:9][C:8]([Cl:15])=[C:7]([OH:1])[CH:12]=1. The yield is 0.820. (3) The reactants are C[O:2][C:3](=[O:16])[C:4]1[CH:9]=[CH:8][C:7]([C@H:10]2[CH2:14][CH2:13][C:12](=[O:15])[CH2:11]2)=[CH:6][CH:5]=1. The catalyst is CO.[OH-].[Na+]. The product is [O:15]=[C:12]1[CH2:13][CH2:14][C@H:10]([C:7]2[CH:8]=[CH:9][C:4]([C:3]([OH:16])=[O:2])=[CH:5][CH:6]=2)[CH2:11]1. The yield is 0.990. (4) The reactants are [CH2:1]([N:8]1[C:12]2[CH:13]=[C:14]([NH2:17])[CH:15]=[CH:16][C:11]=2[N:10]=[CH:9]1)[C:2]1[CH:7]=[CH:6][CH:5]=[CH:4][CH:3]=1.[Br:18]Br.N.CO.C(Cl)(Cl)Cl. The catalyst is CC(O)=O. The product is [CH2:1]([N:8]1[C:12]2[C:13]([Br:18])=[C:14]([NH2:17])[CH:15]=[CH:16][C:11]=2[N:10]=[CH:9]1)[C:2]1[CH:3]=[CH:4][CH:5]=[CH:6][CH:7]=1. The yield is 0.290. (5) The reactants are I[C:2]1[CH:3]=[C:4]2[C:8](=[CH:9][CH:10]=1)[N:7]([C:11]1[CH:16]=[CH:15][CH:14]=[CH:13][N:12]=1)[N:6]=[CH:5]2.[CH3:17][C@H:18]([NH2:27])[C@H:19]([OH:26])[C:20]1[CH:25]=[CH:24][CH:23]=[CH:22][CH:21]=1.C(#N)CCC.C(=O)([O-])[O-].[Cs+].[Cs+]. The catalyst is [Cu]I. The product is [CH3:17][CH:18]([NH2:27])[CH:19]([C:20]1[CH:25]=[CH:24][CH:23]=[CH:22][CH:21]=1)[O:26][C:2]1[CH:3]=[C:4]2[C:8](=[CH:9][CH:10]=1)[N:7]([C:11]1[CH:16]=[CH:15][CH:14]=[CH:13][N:12]=1)[N:6]=[CH:5]2. The yield is 0.160. (6) The reactants are [CH3:1][C:2]1[CH:13]=[C:6]2[C:7]([O:9][C:10](=[O:12])[NH:11][C:5]2=[CH:4][CH:3]=1)=[O:8].[N+:14]([O-])([O-:16])=[O:15].[K+]. The catalyst is OS(O)(=O)=O. The product is [CH3:1][C:2]1[CH:13]=[C:6]2[C:7]([O:9][C:10](=[O:12])[NH:11][C:5]2=[C:4]([N+:14]([O-:16])=[O:15])[CH:3]=1)=[O:8]. The yield is 0.440. (7) The reactants are [C:1]([O:5][C:6]([N:8]1[CH2:18][CH2:17][CH2:16][C@@H:9]1[C:10](N(OC)C)=[O:11])=[O:7])([CH3:4])([CH3:3])[CH3:2].[CH3:19][Mg]Br.C(OCC)(=O)C.Cl. The catalyst is C1COCC1. The product is [C:10]([C@H:9]1[CH2:16][CH2:17][CH2:18][N:8]1[C:6]([O:5][C:1]([CH3:2])([CH3:3])[CH3:4])=[O:7])(=[O:11])[CH3:19]. The yield is 0.870. (8) The reactants are [Cl:1][C:2]1[N:6]([CH3:7])[N:5]=[C:4]([CH3:8])[C:3]=1[CH:9]=[O:10].C(=O)([O-])[O-].[K+].[K+].[Cl:17]Cl. The catalyst is ClC1C=CC=CC=1Cl.O. The product is [Cl:1][C:2]1[N:6]([CH3:7])[N:5]=[C:4]([CH3:8])[C:3]=1[C:9]([Cl:17])=[O:10]. The yield is 0.770. (9) The reactants are FC(F)(F)S([O:6][Si:7]([CH:14]([CH3:16])[CH3:15])([CH:11]([CH3:13])[CH3:12])[CH:8]([CH3:10])[CH3:9])(=O)=O.[CH3:19][O:20][C:21]([C@:23]1([CH2:29]O)[CH2:27][CH2:26][CH2:25][N:24]1[CH3:28])=[O:22].CCN(CC)CC. The catalyst is C(Cl)Cl. The product is [CH3:19][O:20][C:21]([C@:23]1([CH2:29][O:6][Si:7]([CH:14]([CH3:16])[CH3:15])([CH:11]([CH3:13])[CH3:12])[CH:8]([CH3:10])[CH3:9])[CH2:27][CH2:26][CH2:25][N:24]1[CH3:28])=[O:22]. The yield is 0.650.